Dataset: Forward reaction prediction with 1.9M reactions from USPTO patents (1976-2016). Task: Predict the product of the given reaction. Given the reactants [Cl:1][C:2]1[N:3]=[N:4][C:5]([CH3:11])=[C:6]([CH2:8][CH2:9][CH3:10])[CH:7]=1.OS(O)(=O)=O.[CH3:17][OH:18], predict the reaction product. The product is: [Cl:1][C:2]1[N:3]=[N:4][C:5]([CH3:11])=[C:6]([CH2:8][CH2:9][CH3:10])[C:7]=1[CH2:17][OH:18].